Dataset: Full USPTO retrosynthesis dataset with 1.9M reactions from patents (1976-2016). Task: Predict the reactants needed to synthesize the given product. (1) Given the product [Br:1][C:2]1[CH:7]=[CH:6][C:5]([C:5]2[CH:6]=[CH:7][C:2]([Br:1])=[CH:3][CH:4]=2)=[CH:4][CH:3]=1, predict the reactants needed to synthesize it. The reactants are: [Br:1][C:2]1[CH:7]=[CH:6][C:5](I)=[CH:4][CH:3]=1.C(=O)([O-])[O-].[K+].[K+]. (2) Given the product [CH:38]1([C:11]([CH:35]2[CH2:36][CH2:37]2)([C:12]2[S:13][C:14]([C:17]3[CH:18]=[C:19]([NH:24][C:25]4[N:30]=[C:29]([C:31]([F:32])([F:33])[F:34])[CH:28]=[CH:27][N:26]=4)[CH:20]=[C:21]([CH3:23])[CH:22]=3)=[CH:15][N:16]=2)[NH:10][C:7]([C:4]2([C:1]([NH2:2])=[O:3])[CH2:6][CH2:5]2)=[O:9])[CH2:39][CH2:40]1, predict the reactants needed to synthesize it. The reactants are: [C:1]([C:4]1([C:7]([OH:9])=O)[CH2:6][CH2:5]1)(=[O:3])[NH2:2].[NH2:10][C:11]([CH:38]1[CH2:40][CH2:39]1)([CH:35]1[CH2:37][CH2:36]1)[C:12]1[S:13][C:14]([C:17]2[CH:18]=[C:19]([NH:24][C:25]3[N:30]=[C:29]([C:31]([F:34])([F:33])[F:32])[CH:28]=[CH:27][N:26]=3)[CH:20]=[C:21]([CH3:23])[CH:22]=2)=[CH:15][N:16]=1.F[P-](F)(F)(F)(F)F.N1(O[P+](N(C)C)(N(C)C)N(C)C)C2C=CC=CC=2N=N1.CCN(C(C)C)C(C)C. (3) Given the product [NH2:18][C:19]1([C:32]([O:34][CH3:35])=[O:33])[CH2:20][CH2:21][N:22]([C:25]([O:27][C:28]([CH3:29])([CH3:30])[CH3:31])=[O:26])[CH2:23][CH2:24]1, predict the reactants needed to synthesize it. The reactants are: C1C2C(COC([NH:18][C:19]3([C:32]([O:34][CH3:35])=[O:33])[CH2:24][CH2:23][N:22]([C:25]([O:27][C:28]([CH3:31])([CH3:30])[CH3:29])=[O:26])[CH2:21][CH2:20]3)=O)C3C(=CC=CC=3)C=2C=CC=1.N1CCCCC1. (4) Given the product [CH2:1]([C:8]1[C:9](=[O:20])[O:10][C:11]2[C:16]([C:17]=1[CH3:18])=[CH:15][CH:14]=[C:13]([O:19][C:24](=[O:25])[N:23]([CH3:22])[C:32]1[CH:37]=[CH:36][CH:35]=[CH:34][CH:33]=1)[CH:12]=2)[C:2]1[CH:7]=[CH:6][CH:5]=[CH:4][CH:3]=1, predict the reactants needed to synthesize it. The reactants are: [CH2:1]([C:8]1[C:9](=[O:20])[O:10][C:11]2[C:16]([C:17]=1[CH3:18])=[CH:15][CH:14]=[C:13]([OH:19])[CH:12]=2)[C:2]1[CH:7]=[CH:6][CH:5]=[CH:4][CH:3]=1.[I-].[CH3:22][N:23]([C:32]1[CH:37]=[CH:36][CH:35]=[CH:34][CH:33]=1)[C:24](N1C=C[N+](C)=C1)=[O:25]. (5) Given the product [NH2:23][C@H:18]1[C@H:19]([F:22])[CH2:20][O:21][C@H:15]([C:14]2[N:13]([CH3:31])[N:12]=[CH:11][C:10]=2[NH:9][C:7]([C:5]2[N:6]=[C:2]([C:36]3[C:35]([CH3:41])=[N:34][N:33]([CH3:32])[CH:37]=3)[S:3][CH:4]=2)=[O:8])[CH2:16][CH2:17]1, predict the reactants needed to synthesize it. The reactants are: Br[C:2]1[S:3][CH:4]=[C:5]([C:7]([NH:9][C:10]2[CH:11]=[N:12][N:13]([CH3:31])[C:14]=2[C@H:15]2[O:21][CH2:20][C@@H:19]([F:22])[C@H:18]([NH:23]C(=O)OC(C)(C)C)[CH2:17][CH2:16]2)=[O:8])[N:6]=1.[CH3:32][N:33]1[CH:37]=[C:36](B(O)O)[C:35]([CH3:41])=[N:34]1. (6) Given the product [Br:12][C:8]1[CH:7]=[C:6]([CH:11]=[CH:10][CH:9]=1)[O:5][CH2:4][C@H:3]([CH3:13])[CH2:2][N:28]1[CH2:29][CH2:30][CH:25]([C:21]2[CH:20]=[C:19]([NH:18][C:16](=[O:17])[CH:15]([CH3:14])[CH3:31])[CH:24]=[CH:23][CH:22]=2)[CH2:26][CH2:27]1, predict the reactants needed to synthesize it. The reactants are: Cl[CH2:2][C@@H:3]([CH3:13])[CH2:4][O:5][C:6]1[CH:11]=[CH:10][CH:9]=[C:8]([Br:12])[CH:7]=1.[CH3:14][CH:15]([CH3:31])[C:16]([NH:18][C:19]1[CH:24]=[CH:23][CH:22]=[C:21]([CH:25]2[CH2:30][CH2:29][NH:28][CH2:27][CH2:26]2)[CH:20]=1)=[O:17].